This data is from Orexin1 receptor HTS with 218,158 compounds and 233 confirmed actives. The task is: Binary Classification. Given a drug SMILES string, predict its activity (active/inactive) in a high-throughput screening assay against a specified biological target. The result is 0 (inactive). The molecule is S(=O)(=O)(N(C1CC1)CC(=O)Nc1ccccc1)c1ccc(S(=O)(=O)N(C2CCCCC2)C)cc1.